The task is: Predict the reaction yield, written as a fraction of the theoretical maximum amount of product (1.0 means a 100% yield; for example, 0.34 means a 34% yield).. This data is from Reaction yield outcomes from USPTO patents with 853,638 reactions. (1) The product is [Si:43]([O:28][CH2:27][C@@H:6]1[C@@H:5]([OH:4])[C@H:10]([OH:11])[C@H:9]([OH:15])[C@@H:8]([O:19][C:20]2[CH:21]=[CH:22][C:23]([I:26])=[CH:24][CH:25]=2)[O:7]1)([C:39]([CH3:42])([CH3:41])[CH3:40])([C:50]1[CH:51]=[CH:52][CH:53]=[CH:54][CH:55]=1)[C:44]1[CH:49]=[CH:48][CH:47]=[CH:46][CH:45]=1. The yield is 0.820. The reactants are C([O:4][C@H:5]1[C@H:10]([O:11]C(=O)C)[C@H:9]([O:15]C(=O)C)[C@@H:8]([O:19][C:20]2[CH:25]=[CH:24][C:23]([I:26])=[CH:22][CH:21]=2)[O:7][C@@H:6]1[CH2:27][O:28]C(=O)C)(=O)C.C[O-].[Na+].C(O)(=O)C.[C:39]([Si:43](Cl)([C:50]1[CH:55]=[CH:54][CH:53]=[CH:52][CH:51]=1)[C:44]1[CH:49]=[CH:48][CH:47]=[CH:46][CH:45]=1)([CH3:42])([CH3:41])[CH3:40].N1C=NCC=1. The catalyst is CO.O.CCOCC. (2) The product is [OH:33][CH2:32][C:31]1[C:30]([N:34]2[C:46](=[O:47])[C:45]3[S:44][C:43]4[CH2:42][CH2:41][CH2:40][CH2:39][C:38]=4[C:37]=3[CH:36]=[N:35]2)=[CH:29][N:28]=[CH:27][C:26]=1[C:4]1[CH:5]=[C:6]([NH:9][C:10]2[CH:15]=[CH:14][C:13]([N:16]3[CH2:17][CH2:18][N:19]([CH:22]4[CH2:25][O:24][CH2:23]4)[CH2:20][CH2:21]3)=[CH:12][N:11]=2)[C:7](=[O:8])[N:2]([CH3:1])[CH:3]=1. The yield is 0.280. The reactants are [CH3:1][N:2]1[C:7](=[O:8])[C:6]([NH:9][C:10]2[CH:15]=[CH:14][C:13]([N:16]3[CH2:21][CH2:20][N:19]([CH:22]4[CH2:25][O:24][CH2:23]4)[CH2:18][CH2:17]3)=[CH:12][N:11]=2)=[CH:5][C:4]([C:26]2[CH:27]=[N:28][CH:29]=[C:30]([N:34]3[C:46](=[O:47])[C:45]4[S:44][C:43]5[CH2:42][CH2:41][CH2:40][CH2:39][C:38]=5[C:37]=4[CH:36]=[N:35]3)[C:31]=2[CH:32]=[O:33])=[CH:3]1.[BH4-].[Na+]. The catalyst is CO. (3) The product is [O:20]=[C:19]([N:21]1[CH2:22][CH2:23][N:24]([C:27](=[O:38])[C:28]2[CH:33]=[CH:32][CH:31]=[CH:30][C:29]=2[C:34]([F:37])([F:35])[F:36])[CH2:25][CH2:26]1)[CH2:18][NH:17][C:71](=[O:72])[C:70]1[CH:74]=[CH:75][CH:76]=[C:68]([O:61][C:62]2[CH:63]=[CH:64][CH:65]=[CH:66][CH:67]=2)[CH:69]=1. The catalyst is CN(C=O)C.O. The reactants are CCN(C(C)C)C(C)C.OC(C(F)(F)F)=O.[NH2:17][CH2:18][C:19]([N:21]1[CH2:26][CH2:25][N:24]([C:27](=[O:38])[C:28]2[CH:33]=[CH:32][CH:31]=[CH:30][C:29]=2[C:34]([F:37])([F:36])[F:35])[CH2:23][CH2:22]1)=[O:20].C1C=CC2N(O)N=NC=2C=1.CCN=C=NCCCN(C)C.Cl.[O:61]([C:68]1[CH:69]=[C:70]([CH:74]=[CH:75][CH:76]=1)[C:71](O)=[O:72])[C:62]1[CH:67]=[CH:66][CH:65]=[CH:64][CH:63]=1. The yield is 0.725.